Task: Regression/Classification. Given a drug SMILES string, predict its absorption, distribution, metabolism, or excretion properties. Task type varies by dataset: regression for continuous measurements (e.g., permeability, clearance, half-life) or binary classification for categorical outcomes (e.g., BBB penetration, CYP inhibition). Dataset: bbb_martins.. Dataset: Blood-brain barrier penetration binary classification data from Martins et al. (1) The drug is CN/C(=C\[N+](=O)[O-])NCCSCc1ccc(CN(C)C)o1. The result is 0 (does not penetrate BBB). (2) The drug is CC(=O)OCC1=CO[C@@H](OC(=O)CC(C)C)[C@H]2C1=C[C@H](OC(=O)CC(C)(C)OC(C)=O)[C@]21CO1. The result is 1 (penetrates BBB). (3) The molecule is CNCC(O)c1ccc(O)c(O)c1. The result is 0 (does not penetrate BBB). (4) The molecule is C[C@@H]1C[C@H]2C3C[C@H](F)C4=CC(=O)C=CC4(C)[C@@]3(F)[C@@H](O)CC2(C)[C@@]1(O)C(=O)COC(=O)C(C)(C)C. The result is 1 (penetrates BBB). (5) The drug is c1ccc2c(c1)CCN1CCNCC21. The result is 1 (penetrates BBB). (6) The drug is CC(=O)[C@@]1(O)[C@H](O)C[C@H]2[C@@H]3CCC4=CC(=O)CC[C@]4(C)[C@H]3CC[C@@]21C. The result is 1 (penetrates BBB). (7) The result is 1 (penetrates BBB). The drug is O=[N+]([O-])c1cc[nH]c1NCCSCc1ccccn1.